Dataset: Reaction yield outcomes from USPTO patents with 853,638 reactions. Task: Predict the reaction yield, written as a fraction of the theoretical maximum amount of product (1.0 means a 100% yield; for example, 0.34 means a 34% yield). (1) The reactants are C(N(CC)CC)C.[CH:8]([C:10]1[C:18]2[C:13](=[CH:14][CH:15]=[CH:16][CH:17]=2)[N:12](C(OC(C)(C)C)=O)[CH:11]=1)=[O:9].[CH3:26][O:27][C:28]1[CH:29]=[C:30]([CH:39]=[CH:40][CH:41]=1)[N:31]=[CH:32][C:33]1[CH:38]=[CH:37][CH:36]=[CH:35][N:34]=1. The catalyst is [Cl-].C([N+]1C(C)=C(CCO)SC=1)C1C=CC=CC=1.C(O)C. The product is [NH:12]1[C:13]2[C:18](=[CH:17][CH:16]=[CH:15][CH:14]=2)[C:10]([C:8](=[O:9])[CH:32]([NH:31][C:30]2[CH:39]=[CH:40][CH:41]=[C:28]([O:27][CH3:26])[CH:29]=2)[C:33]2[CH:38]=[CH:37][CH:36]=[CH:35][N:34]=2)=[CH:11]1. The yield is 0.0400. (2) The catalyst is C(Cl)Cl. The yield is 0.990. The product is [CH2:12]([O:19][C:20]1[CH:21]=[CH:22][C:23]([C:24]([NH:8][CH2:7][CH2:6][C:5]2[CH:9]=[CH:10][CH:11]=[C:3]([O:2][CH3:1])[CH:4]=2)=[O:25])=[CH:27][CH:28]=1)[C:13]1[CH:14]=[CH:15][CH:16]=[CH:17][CH:18]=1. The reactants are [CH3:1][O:2][C:3]1[CH:4]=[C:5]([CH:9]=[CH:10][CH:11]=1)[CH2:6][CH2:7][NH2:8].[CH2:12]([O:19][C:20]1[CH:28]=[CH:27][C:23]([C:24](O)=[O:25])=[CH:22][CH:21]=1)[C:13]1[CH:18]=[CH:17][CH:16]=[CH:15][CH:14]=1.O.ON1C2C=CC=CC=2N=N1.Cl.CN(C)CCCN=C=NCC. (3) The reactants are [NH2:1][C:2]1[C:3]([C:19]2[O:23][C:22]([C:24]3[CH:33]=[CH:32][C:27]([C:28](OC)=[O:29])=[CH:26][CH:25]=3)=[N:21][N:20]=2)=[N:4][C:5]([C:8]2[CH:13]=[CH:12][C:11]([C:14](=O)[N:15]([CH3:17])[CH3:16])=[CH:10][CH:9]=2)=[CH:6][N:7]=1.CC(C[AlH]CC(C)C)C.Cl.[OH-].[Na+]. The catalyst is C1COCC1. The product is [NH2:1][C:2]1[C:3]([C:19]2[O:23][C:22]([C:24]3[CH:25]=[CH:26][C:27]([CH2:28][OH:29])=[CH:32][CH:33]=3)=[N:21][N:20]=2)=[N:4][C:5]([C:8]2[CH:13]=[CH:12][C:11]([CH2:14][N:15]([CH3:17])[CH3:16])=[CH:10][CH:9]=2)=[CH:6][N:7]=1. The yield is 0.330. (4) The reactants are C(OC([N:8]1[CH2:13][C:12]([C:14](=[O:16])[NH2:15])=[C:11]([C:17]2[CH:38]=[CH:37][C:20]3[C:21]4[N:25]([CH2:26][CH2:27][O:28][C:19]=3[CH:18]=2)[CH:24]=[C:23]([C:29]2[N:30]([CH:34]([CH3:36])[CH3:35])[N:31]=[CH:32][N:33]=2)[N:22]=4)[CH2:10][CH2:9]1)=O)(C)(C)C.C(=O)([O-])[O-].C([N+](CC=C)(CC=C)CC=C)C=C.C([N+](CC=C)(CC=C)CC=C)C=C. The catalyst is C(O)(C(F)(F)F)=O.CO.C(Cl)Cl. The product is [CH:34]([N:30]1[C:29]([C:23]2[N:22]=[C:21]3[N:25]([CH2:26][CH2:27][O:28][C:19]4[CH:18]=[C:17]([C:11]5[CH2:10][CH2:9][NH:8][CH2:13][C:12]=5[C:14]([NH2:15])=[O:16])[CH:38]=[CH:37][C:20]=43)[CH:24]=2)=[N:33][CH:32]=[N:31]1)([CH3:36])[CH3:35]. The yield is 0.820.